This data is from Peptide-MHC class II binding affinity with 134,281 pairs from IEDB. The task is: Regression. Given a peptide amino acid sequence and an MHC pseudo amino acid sequence, predict their binding affinity value. This is MHC class II binding data. (1) The peptide sequence is KLEHPVTGCGERTEGRCL. The MHC is DRB1_0301 with pseudo-sequence DRB1_0301. The binding affinity (normalized) is 0. (2) The peptide sequence is GLFGGLNWITKVIMG. The MHC is HLA-DQA10102-DQB10501 with pseudo-sequence HLA-DQA10102-DQB10501. The binding affinity (normalized) is 0.454. (3) The peptide sequence is IFYDVFFAVANGNEL. The MHC is HLA-DQA10104-DQB10503 with pseudo-sequence HLA-DQA10104-DQB10503. The binding affinity (normalized) is 0.168. (4) The peptide sequence is MMLVSVAGRVDGLELK. The MHC is HLA-DQA10201-DQB10303 with pseudo-sequence HLA-DQA10201-DQB10303. The binding affinity (normalized) is 0.470. (5) The peptide sequence is PKQMLVGGVVLLGAMK. The MHC is DRB1_1101 with pseudo-sequence DRB1_1101. The binding affinity (normalized) is 0.674. (6) The peptide sequence is VGTMVMELIRMIKRG. The MHC is DRB1_0301 with pseudo-sequence DRB1_0301. The binding affinity (normalized) is 0.744. (7) The MHC is DRB1_0101 with pseudo-sequence DRB1_0101. The peptide sequence is VFVIREPFISCSHLE. The binding affinity (normalized) is 0.243. (8) The peptide sequence is PNITATYGDKWLDAK. The MHC is DRB5_0101 with pseudo-sequence DRB5_0101. The binding affinity (normalized) is 0.166.